This data is from Full USPTO retrosynthesis dataset with 1.9M reactions from patents (1976-2016). The task is: Predict the reactants needed to synthesize the given product. (1) Given the product [CH3:1][CH2:2][CH2:3][C:4]1[C:8]2[N:9]=[C:10]([C:14]3[CH:19]=[C:18]([S:20]([N:23]4[CH2:28][CH2:27][N:26]([CH3:29])[CH2:25][CH2:24]4)(=[O:21])=[O:22])[CH:17]=[CH:16][C:15]=3[O:30][CH2:31][CH3:32])[NH:11][C:12](=[O:13])[C:7]=2[N:6]([CH3:33])[N:5]=1.[NH2:36][C@H:37]([C:45]([OH:47])=[O:46])[CH2:38][CH2:39][CH2:40][NH:41][C:42](=[NH:43])[NH2:44], predict the reactants needed to synthesize it. The reactants are: [CH3:1][CH2:2][CH2:3][C:4]1[C:8]2[NH:9][C:10]([C:14]3[CH:19]=[C:18]([S:20]([N:23]4[CH2:28][CH2:27][N:26]([CH3:29])[CH2:25][CH2:24]4)(=[O:22])=[O:21])[CH:17]=[CH:16][C:15]=3[O:30][CH2:31][CH3:32])=[N:11][C:12](=[O:13])[C:7]=2[N:6]([CH3:33])[N:5]=1.Cl.[Na].[NH2:36][C@H:37]([C:45]([OH:47])=[O:46])[CH2:38][CH2:39][CH2:40][NH:41][C:42](=[NH:44])[NH2:43]. (2) The reactants are: C(OC(=O)[CH2:5][NH:6][C:7]([C:9]1([NH:12][C:13]([O:15]CC2C=CC=CC=2)=O)[CH2:11][CH2:10]1)=[O:8])C.[H][H]. Given the product [CH2:11]1[C:9]2([C:7](=[O:8])[NH:6][CH2:5][C:13](=[O:15])[NH:12]2)[CH2:10]1, predict the reactants needed to synthesize it.